From a dataset of Full USPTO retrosynthesis dataset with 1.9M reactions from patents (1976-2016). Predict the reactants needed to synthesize the given product. (1) Given the product [F:32][C:28]1[CH:27]=[C:26]2[C:31]([C:22]([N:13]3[C:11]4[C:10](=[CH:9][CH:8]=[C:7]([N:4]5[CH2:3][CH2:2][O:1][CH2:6][CH2:5]5)[CH:12]=4)[C:15]4([CH2:20][CH2:19][O:18][CH2:17][CH2:16]4)[CH2:14]3)=[C:23]([CH3:43])[C:24]([C:33]3[CH:38]=[CH:37][CH:36]=[CH:35][C:34]=3[S:39]([CH3:42])(=[O:40])=[O:41])=[N:25]2)=[CH:30][CH:29]=1, predict the reactants needed to synthesize it. The reactants are: [O:1]1[CH2:6][CH2:5][N:4]([C:7]2[CH:12]=[C:11]3[NH:13][CH2:14][C:15]4([CH2:20][CH2:19][O:18][CH2:17][CH2:16]4)[C:10]3=[CH:9][CH:8]=2)[CH2:3][CH2:2]1.Cl[C:22]1[C:31]2[C:26](=[CH:27][C:28]([F:32])=[CH:29][CH:30]=2)[N:25]=[C:24]([C:33]2[CH:38]=[CH:37][CH:36]=[CH:35][C:34]=2[S:39]([CH3:42])(=[O:41])=[O:40])[C:23]=1[CH3:43].Cl.O1CCOCC1. (2) Given the product [N:36]1([C:42]([N:1]2[CH2:6][CH2:5][CH:4]([N:7]3[CH:11]=[C:10]([C:12]4[CH:17]=[N:16][N:15]5[C:18]([C:21]6[CH:22]=[C:23]([NH:27][C:28]([NH:30][CH2:31][C:32]([F:33])([F:35])[F:34])=[O:29])[CH:24]=[CH:25][CH:26]=6)=[CH:19][N:20]=[C:14]5[CH:13]=4)[CH:9]=[N:8]3)[CH2:3][CH2:2]2)=[O:43])[CH2:41][CH2:40][O:39][CH2:38][CH2:37]1, predict the reactants needed to synthesize it. The reactants are: [NH:1]1[CH2:6][CH2:5][CH:4]([N:7]2[CH:11]=[C:10]([C:12]3[CH:17]=[N:16][N:15]4[C:18]([C:21]5[CH:22]=[C:23]([NH:27][C:28]([NH:30][CH2:31][C:32]([F:35])([F:34])[F:33])=[O:29])[CH:24]=[CH:25][CH:26]=5)=[CH:19][N:20]=[C:14]4[CH:13]=3)[CH:9]=[N:8]2)[CH2:3][CH2:2]1.[N:36]1([C:42](Cl)=[O:43])[CH2:41][CH2:40][O:39][CH2:38][CH2:37]1.